This data is from Forward reaction prediction with 1.9M reactions from USPTO patents (1976-2016). The task is: Predict the product of the given reaction. (1) Given the reactants Cl[C:2]1[CH:7]=[CH:6][CH:5]=[C:4]([Cl:8])[N:3]=1.[NH:9]1[CH2:14][CH2:13][CH2:12][CH2:11][CH2:10]1.C([O-])([O-])=O.[Cs+].[Cs+], predict the reaction product. The product is: [Cl:8][C:4]1[CH:5]=[CH:6][CH:7]=[C:2]([N:9]2[CH2:14][CH2:13][CH2:12][CH2:11][CH2:10]2)[N:3]=1. (2) Given the reactants [CH3:1][S:2](Cl)(=[O:4])=[O:3].Cl.[CH3:7][O:8][C:9]1[CH:10]=[C:11]([C:17]2[CH:18](C)[CH2:19][C:20](=[O:29])[N:21]([CH:23]3[CH2:28][CH2:27][NH:26][CH2:25][CH2:24]3)[N:22]=2)[CH:12]=[CH:13][C:14]=1[O:15][CH3:16].C(N1CCC(N2C(=O)CC(C)C(C3C=CC(OC)=C(OC)C=3)=N2)CC1)(=O)C, predict the reaction product. The product is: [CH3:7][O:8][C:9]1[CH:10]=[C:11]([C:17]2[CH2:18][CH2:19][C:20](=[O:29])[N:21]([CH:23]3[CH2:24][CH2:25][N:26]([S:2]([CH3:1])(=[O:4])=[O:3])[CH2:27][CH2:28]3)[N:22]=2)[CH:12]=[CH:13][C:14]=1[O:15][CH3:16]. (3) Given the reactants Cl[C:2]1[N:10]=[C:9]2[C:5]([N:6]=[C:7]([C:11]([C:13]3[CH:18]=[CH:17][N:16]=[C:15]([C:19]4[C:28]5[C:23](=[CH:24][CH:25]=[CH:26][CH:27]=5)[CH:22]=[N:21][CH:20]=4)[CH:14]=3)=[O:12])[NH:8]2)=[CH:4][N:3]=1.[CH3:29][N:30]([CH3:37])[CH:31]1[CH2:36][CH2:35][NH:34][CH2:33][CH2:32]1.CCN(C(C)C)C(C)C, predict the reaction product. The product is: [CH3:29][N:30]([CH3:37])[CH:31]1[CH2:36][CH2:35][N:34]([C:2]2[N:10]=[C:9]3[C:5]([N:6]=[C:7]([C:11]([C:13]4[CH:18]=[CH:17][N:16]=[C:15]([C:19]5[C:28]6[C:23](=[CH:24][CH:25]=[CH:26][CH:27]=6)[CH:22]=[N:21][CH:20]=5)[CH:14]=4)=[O:12])[NH:8]3)=[CH:4][N:3]=2)[CH2:33][CH2:32]1. (4) Given the reactants [CH:1]1([C:8]2([CH3:15])[NH:12][C:11](=[O:13])[NH:10][C:9]2=[O:14])[CH2:7][CH2:6][CH2:5][CH2:4][CH2:3][CH2:2]1.Br[CH2:17][C:18]([C:20]1[CH:25]=[CH:24][CH:23]=[CH:22][CH:21]=1)=[O:19], predict the reaction product. The product is: [CH:1]1([C:8]2([CH3:15])[NH:12][C:11](=[O:13])[N:10]([CH2:17][C:18](=[O:19])[C:20]3[CH:25]=[CH:24][CH:23]=[CH:22][CH:21]=3)[C:9]2=[O:14])[CH2:2][CH2:3][CH2:4][CH2:5][CH2:6][CH2:7]1. (5) Given the reactants [N+:1]([C:4]1[CH:5]=[C:6]([S:20]([NH:23][C:24](=[O:37])[C:25]2[CH:30]=[CH:29][C:28]([N:31]3[CH2:36][CH2:35][NH:34][CH2:33][CH2:32]3)=[CH:27][CH:26]=2)(=[O:22])=[O:21])[CH:7]=[CH:8][C:9]=1[NH:10][CH2:11][CH2:12][S:13][C:14]1[CH:19]=[CH:18][CH:17]=[CH:16][CH:15]=1)([O-:3])=[O:2].Cl[C:39]([O:41][CH2:42][CH2:43][O:44][CH3:45])=[O:40], predict the reaction product. The product is: [N+:1]([C:4]1[CH:5]=[C:6]([S:20]([NH:23][C:24]([C:25]2[CH:30]=[CH:29][C:28]([N:31]3[CH2:36][CH2:35][N:34]([C:39]([O:41][CH2:42][CH2:43][O:44][CH3:45])=[O:40])[CH2:33][CH2:32]3)=[CH:27][CH:26]=2)=[O:37])(=[O:21])=[O:22])[CH:7]=[CH:8][C:9]=1[NH:10][CH2:11][CH2:12][S:13][C:14]1[CH:15]=[CH:16][CH:17]=[CH:18][CH:19]=1)([O-:3])=[O:2]. (6) Given the reactants Cl.[C:2]1([CH3:17])[CH:7]=[C:6]([CH3:8])[CH:5]=[C:4]([CH3:9])[C:3]=1[C:10]1[C:11]([CH3:16])=[N:12][NH:13][C:14]=1[NH2:15].[C:18]([C:20](=[C:26](OCC)[CH3:27])[C:21]([O:23][CH2:24][CH3:25])=[O:22])#[N:19], predict the reaction product. The product is: [NH2:19][C:18]1[N:13]2[N:12]=[C:11]([CH3:16])[C:10]([C:3]3[C:4]([CH3:9])=[CH:5][C:6]([CH3:8])=[CH:7][C:2]=3[CH3:17])=[C:14]2[N:15]=[C:26]([CH3:27])[C:20]=1[C:21]([O:23][CH2:24][CH3:25])=[O:22]. (7) Given the reactants Cl.[NH2:2][OH:3].[OH-].[K+].[N:6]1[CH:11]=[CH:10][CH:9]=[C:8]([CH2:12][O:13][C:14]([NH:16][C:17]2[S:18][CH:19]=[C:20]([CH2:22][C:23]([O-:25])=O)[N:21]=2)=[O:15])[CH:7]=1.O, predict the reaction product. The product is: [N:6]1[CH:11]=[CH:10][CH:9]=[C:8]([CH2:12][O:13][C:14](=[O:15])[NH:16][C:17]2[S:18][CH:19]=[C:20]([CH2:22][C:23]([NH:2][OH:3])=[O:25])[N:21]=2)[CH:7]=1. (8) The product is: [F:26][C:27]1[CH:28]=[C:29]([N+:34]([O-:36])=[O:35])[CH:30]=[CH:31][C:32]=1[N:19]1[CH2:24][CH2:23][O:22][CH2:21][CH2:20]1. Given the reactants CC(NC[C@@H]1OC(=O)N(C2C=CC([N:19]3[CH2:24][CH2:23][O:22][CH2:21][CH2:20]3)=C(F)C=2)C1)=O.[OH-].[F:26][C:27]1[CH:28]=[C:29]([N+:34]([O-:36])=[O:35])[CH:30]=[CH:31][C:32]=1F.N1CCOCC1, predict the reaction product. (9) The product is: [C:1]([O:5][C:6](=[O:7])[NH:8][CH:9]1[CH2:14][CH2:13][N:12]([CH2:15][CH2:16][N:17]2[CH2:22][CH2:21][C@H:20]([OH:23])[C@@H:19]([CH3:30])[CH2:18]2)[CH2:11][CH2:10]1)([CH3:4])([CH3:2])[CH3:3]. Given the reactants [C:1]([O:5][C:6]([NH:8][CH:9]1[CH2:14][CH2:13][N:12]([CH2:15][CH2:16][N:17]2[CH2:22][CH2:21][C@H:20]([O:23]C(=O)C(C)(C)C)[C@@H:19]([CH3:30])[CH2:18]2)[CH2:11][CH2:10]1)=[O:7])([CH3:4])([CH3:3])[CH3:2].C[O-].[Na+], predict the reaction product.